This data is from Forward reaction prediction with 1.9M reactions from USPTO patents (1976-2016). The task is: Predict the product of the given reaction. (1) Given the reactants [CH3:1][C:2]1([CH3:22])[C:6]([CH3:8])([CH3:7])[O:5][B:4]([C:9]2[CH:10]=[C:11]3[C:16](=[CH:17][CH:18]=2)[C:15]([C:19](O)=[O:20])=[CH:14][CH:13]=[CH:12]3)[O:3]1.CCN=C=NCCCN(C)C.[NH:34]1[CH2:39][CH2:38][CH:37]([C:40]2[CH:41]=[C:42]([CH:52]=[CH:53][CH:54]=2)[CH2:43][NH:44][C:45](=[O:51])[O:46][C:47]([CH3:50])([CH3:49])[CH3:48])[CH2:36][CH2:35]1.CO, predict the reaction product. The product is: [CH3:7][C:6]1([CH3:8])[C:2]([CH3:1])([CH3:22])[O:3][B:4]([C:9]2[CH:10]=[C:11]3[C:16](=[CH:17][CH:18]=2)[C:15]([C:19]([N:34]2[CH2:39][CH2:38][CH:37]([C:40]4[CH:41]=[C:42]([CH:52]=[CH:53][CH:54]=4)[CH2:43][NH:44][C:45](=[O:51])[O:46][C:47]([CH3:50])([CH3:48])[CH3:49])[CH2:36][CH2:35]2)=[O:20])=[CH:14][CH:13]=[CH:12]3)[O:5]1. (2) Given the reactants [CH3:1][O:2][C:3](=[O:14])[C:4]1[CH:9]=[CH:8][C:7](F)=[C:6]([N+:11]([O-:13])=[O:12])[CH:5]=1.C(=O)([O-])[O-].[K+].[K+].[CH3:21][CH:22]1[CH2:26][CH2:25][CH2:24][CH:23]1[NH2:27].Cl, predict the reaction product. The product is: [CH3:1][O:2][C:3](=[O:14])[C:4]1[CH:9]=[CH:8][C:7]([NH:27][CH:23]2[CH2:24][CH2:25][CH2:26][CH:22]2[CH3:21])=[C:6]([N+:11]([O-:13])=[O:12])[CH:5]=1. (3) Given the reactants [C:1](Cl)(=[O:4])[CH:2]=[CH2:3].[Cl:6][C:7]1[C:8]([C:33]2[CH:34]=[N:35][N:36]3[CH:41]=[CH:40][CH:39]=[CH:38][C:37]=23)=[N:9][C:10]([NH:13][C:14]2[CH:15]=[C:16]([NH2:32])[C:17]([N:22]([CH3:31])[CH2:23][CH2:24][N:25]3[CH2:30][CH2:29][O:28][CH2:27][CH2:26]3)=[CH:18][C:19]=2[O:20][CH3:21])=[N:11][CH:12]=1.CCN(C(C)C)C(C)C.C(OCC)C, predict the reaction product. The product is: [Cl:6][C:7]1[C:8]([C:33]2[CH:34]=[N:35][N:36]3[CH:41]=[CH:40][CH:39]=[CH:38][C:37]=23)=[N:9][C:10]([NH:13][C:14]2[C:19]([O:20][CH3:21])=[CH:18][C:17]([N:22]([CH3:31])[CH2:23][CH2:24][N:25]3[CH2:30][CH2:29][O:28][CH2:27][CH2:26]3)=[C:16]([NH:32][C:1](=[O:4])[CH:2]=[CH2:3])[CH:15]=2)=[N:11][CH:12]=1. (4) Given the reactants Br[CH2:2][C:3]([C:5]1[CH:10]=[C:9]([CH3:11])[CH:8]=[CH:7][N:6]=1)=O.[N:12]1[CH:17]=[CH:16][CH:15]=[N:14][C:13]=1[NH:18][C:19]([NH2:21])=[S:20], predict the reaction product. The product is: [CH3:11][C:9]1[CH:8]=[CH:7][N:6]=[C:5]([C:3]2[N:21]=[C:19]([NH:18][C:13]3[N:14]=[CH:15][CH:16]=[CH:17][N:12]=3)[S:20][CH:2]=2)[CH:10]=1. (5) Given the reactants [CH3:1][O:2][C:3](=[O:22])[C:4]1[CH:9]=[CH:8][CH:7]=[C:6]([S:10][C:11]2[C:19]3[C:14](=[CH:15][C:16]([Cl:20])=[CH:17][CH:18]=3)[NH:13][C:12]=2[CH3:21])[CH:5]=1.Br[C:24]1[CH:25]=[N:26][N:27]([CH3:29])[CH:28]=1, predict the reaction product. The product is: [CH3:1][O:2][C:3](=[O:22])[C:4]1[CH:9]=[CH:8][CH:7]=[C:6]([S:10][C:11]2[C:19]3[C:14](=[CH:15][C:16]([Cl:20])=[CH:17][CH:18]=3)[N:13]([C:24]3[CH:25]=[N:26][N:27]([CH3:29])[CH:28]=3)[C:12]=2[CH3:21])[CH:5]=1. (6) Given the reactants Cl[C:2]1[CH:7]=[CH:6][C:5]([S:8]([C:11]2([C:25]3[CH:30]=[C:29]([F:31])[CH:28]=[CH:27][C:26]=3[F:32])[CH2:16][CH2:15][CH:14]([NH:17][S:18]([C:21]([F:24])([F:23])[F:22])(=[O:20])=[O:19])[CH2:13][CH2:12]2)(=[O:10])=[O:9])=[CH:4][CH:3]=1, predict the reaction product. The product is: [C:5]1([S:8]([C:11]2([C:25]3[CH:30]=[C:29]([F:31])[CH:28]=[CH:27][C:26]=3[F:32])[CH2:12][CH2:13][CH:14]([NH:17][S:18]([C:21]([F:23])([F:24])[F:22])(=[O:20])=[O:19])[CH2:15][CH2:16]2)(=[O:9])=[O:10])[CH:4]=[CH:3][CH:2]=[CH:7][CH:6]=1. (7) Given the reactants [Cl:1][C:2]1[NH:6][C:5]2[CH:7]=[CH:8][CH:9]=[C:10]([NH2:11])[C:4]=2[N:3]=1.[CH:12]([O:15][C:16]1[CH:24]=[CH:23][C:19]([C:20]([NH2:22])=[O:21])=[CH:18][C:17]=1[N:25]=[C:26]=[S:27])([CH3:14])[CH3:13], predict the reaction product. The product is: [Cl:1][C:2]1[NH:6][C:5]2[CH:7]=[CH:8][CH:9]=[C:10]([NH:11][C:26](=[S:27])[NH:25][C:17]3[CH:18]=[C:19]([CH:23]=[CH:24][C:16]=3[O:15][CH:12]([CH3:13])[CH3:14])[C:20]([NH2:22])=[O:21])[C:4]=2[N:3]=1. (8) Given the reactants [CH3:1][C:2]1[N:3]=[CH:4][C:5]([N:8]2[CH2:13][CH2:12][CH:11]([CH:14]3[CH2:19][CH2:18][N:17](C(OC(C)(C)C)=O)[CH2:16][CH2:15]3)[CH2:10][CH2:9]2)=[N:6][CH:7]=1, predict the reaction product. The product is: [CH3:1][C:2]1[N:3]=[CH:4][C:5]([N:8]2[CH2:13][CH2:12][CH:11]([CH:14]3[CH2:19][CH2:18][NH:17][CH2:16][CH2:15]3)[CH2:10][CH2:9]2)=[N:6][CH:7]=1.